From a dataset of Full USPTO retrosynthesis dataset with 1.9M reactions from patents (1976-2016). Predict the reactants needed to synthesize the given product. (1) Given the product [CH3:13][N:14]1[CH2:15][CH2:16][N:17]([C:20]2[N:21]=[CH:22][C:23]([C:2]3[C:10]4[C:5](=[CH:6][C:7]([CH:11]=[O:12])=[CH:8][CH:9]=4)[NH:4][N:3]=3)=[CH:24][CH:25]=2)[CH2:18][CH2:19]1, predict the reactants needed to synthesize it. The reactants are: I[C:2]1[C:10]2[C:5](=[CH:6][C:7]([CH:11]=[O:12])=[CH:8][CH:9]=2)[NH:4][N:3]=1.[CH3:13][N:14]1[CH2:19][CH2:18][N:17]([C:20]2[CH:25]=[CH:24][C:23](B3OC(C)(C)C(C)(C)O3)=[CH:22][N:21]=2)[CH2:16][CH2:15]1. (2) Given the product [CH3:21][N:8]1[C:9]2[C:4](=[CH:3][C:2]([F:1])=[C:11]([F:12])[C:10]=2[O:13][CH3:14])[C:5](=[O:20])[C:6]([C:15]([O:17][CH2:18][CH3:19])=[O:16])=[CH:7]1, predict the reactants needed to synthesize it. The reactants are: [F:1][C:2]1[CH:3]=[C:4]2[C:9](=[C:10]([O:13][CH3:14])[C:11]=1[F:12])[NH:8][CH:7]=[C:6]([C:15]([O:17][CH2:18][CH3:19])=[O:16])[C:5]2=[O:20].[C:21]([O-])([O-])=O.[K+].[K+]. (3) Given the product [F:1][C:2]1[CH:3]=[CH:4][CH:5]=[C:6]2[C:11]=1[O:10][CH2:9][CH2:8][C@H:7]2[NH:12][C:16](=[O:17])[CH2:15][O:14][CH3:13], predict the reactants needed to synthesize it. The reactants are: [F:1][C:2]1[CH:3]=[CH:4][CH:5]=[C:6]2[C:11]=1[O:10][CH2:9][CH2:8][CH:7]2[NH2:12].[CH3:13][O:14][CH2:15][C:16](OC)=[O:17]. (4) Given the product [C:13]1([Si:10]([CH3:12])([CH3:11])[CH2:9][CH2:8][CH2:7][CH2:6][CH2:5][CH2:4][C:2]2([Br:1])[CH2:3][C:49]2([Br:52])[Br:50])[CH:18]=[CH:17][CH:16]=[CH:15][CH:14]=1, predict the reactants needed to synthesize it. The reactants are: [Br:1][C:2]([CH2:4][CH2:5][CH2:6][CH2:7][CH2:8][CH2:9][Si:10]([C:13]1[CH:18]=[CH:17][CH:16]=[CH:15][CH:14]=1)([CH3:12])[CH3:11])=[CH2:3].[OH-].[K+].[Br-].[Br-].C([N+](CC)(CC)CC[N+](CC1C=CC=CC=1)(CC)CC)C1C=CC=CC=1.[CH:49]([Br:52])(Br)[Br:50]. (5) Given the product [CH2:1]([N:8]([CH2:9][C:10]1[C:14]2[N:15]=[CH:16][N:17]=[C:18]([OH:19])[C:13]=2[NH:12][CH:11]=1)[CH2:30][C@H:31]([OH:32])[CH2:35][OH:34])[C:2]1[CH:7]=[CH:6][CH:5]=[CH:4][CH:3]=1, predict the reactants needed to synthesize it. The reactants are: [CH2:1]([N:8]([CH2:30][C@H:31]1[CH2:35][O:34]C(C)(C)[O:32]1)[CH2:9][C:10]1[C:14]2[N:15]=[CH:16][N:17]=[C:18]([O:19]C)[C:13]=2[N:12](COCC2C=CC=CC=2)[CH:11]=1)[C:2]1[CH:7]=[CH:6][CH:5]=[CH:4][CH:3]=1.C(Cl)Cl. (6) Given the product [F:24][C:19]1[CH:20]=[CH:21][CH:22]=[CH:23][C:18]=1[CH2:17][CH:14]1[CH2:13][CH2:12][CH:11]([CH2:9][OH:8])[CH2:16][CH2:15]1, predict the reactants needed to synthesize it. The reactants are: [H-].[Al+3].[Li+].[H-].[H-].[H-].C[O:8][C:9]([CH:11]1[CH2:16][CH2:15][CH:14]([CH2:17][C:18]2[CH:23]=[CH:22][CH:21]=[CH:20][C:19]=2[F:24])[CH2:13][CH2:12]1)=O. (7) Given the product [CH2:15]([N:4]1[C:5]2[C:10](=[CH:9][CH:8]=[CH:7][CH:6]=2)[C:2]([CH3:12])([CH3:1])[C:3]1=[O:11])[C:16]1[CH:21]=[CH:20][CH:19]=[CH:18][CH:17]=1, predict the reactants needed to synthesize it. The reactants are: [CH3:1][C:2]1([CH3:12])[C:10]2[C:5](=[CH:6][CH:7]=[CH:8][CH:9]=2)[NH:4][C:3]1=[O:11].[H-].[Na+].[CH2:15](Br)[C:16]1[CH:21]=[CH:20][CH:19]=[CH:18][CH:17]=1. (8) Given the product [OH:26][B:16]1[C:20]2[CH:21]=[CH:22][C:23]([O:25][C:2]3[CH:9]=[CH:8][C:5]([C:6]#[N:7])=[C:4]([O:10][CH2:11][C:12]([F:15])([F:14])[F:13])[N:3]=3)=[CH:24][C:19]=2[CH2:18][O:17]1, predict the reactants needed to synthesize it. The reactants are: Cl[C:2]1[CH:9]=[CH:8][C:5]([C:6]#[N:7])=[C:4]([O:10][CH2:11][C:12]([F:15])([F:14])[F:13])[N:3]=1.[B:16]1([OH:26])[C:20]2[CH:21]=[CH:22][C:23]([OH:25])=[CH:24][C:19]=2[CH2:18][O:17]1.C([O-])([O-])=O.[Cs+].[Cs+].Cl. (9) Given the product [C:1]([C:8]1[S:9][C:10]2[CH:16]=[CH:15][C:14]([NH2:17])=[C:13]([CH2:18][N:20]=[N+:21]=[N-:22])[C:11]=2[N:12]=1)([O:3][C:4]([CH3:7])([CH3:6])[CH3:5])=[O:2], predict the reactants needed to synthesize it. The reactants are: [C:1]([C:8]1[S:9][C:10]2[CH:16]=[CH:15][C:14]([NH2:17])=[C:13]([CH2:18]Br)[C:11]=2[N:12]=1)([O:3][C:4]([CH3:7])([CH3:6])[CH3:5])=[O:2].[N-:20]=[N+:21]=[N-:22].[Na+].